Dataset: Reaction yield outcomes from USPTO patents with 853,638 reactions. Task: Predict the reaction yield, written as a fraction of the theoretical maximum amount of product (1.0 means a 100% yield; for example, 0.34 means a 34% yield). (1) The reactants are [N+:1]([C:4]1[CH:9]=[CH:8][CH:7]=[CH:6][C:5]=1[NH:10][C@H:11]([C:17]([O:19]C)=O)[CH2:12][C:13]([O:15][CH3:16])=[O:14])([O-])=O.[H][H]. The catalyst is [Pd].CO. The product is [CH3:16][O:15][C:13](=[O:14])[CH2:12][CH:11]1[C:17](=[O:19])[NH:1][C:4]2[C:5](=[CH:6][CH:7]=[CH:8][CH:9]=2)[NH:10]1. The yield is 0.930. (2) The catalyst is C(O)CCC. The product is [CH2:1]([O:3][C:4]([C:5]1[N:15]=[CH:14][N:7]([C:22]2[CH:23]=[C:24]3[C:28](=[CH:29][CH:30]=2)[NH:27][CH:26]=[CH:25]3)[CH:6]=1)=[O:8])[CH3:2]. The yield is 0.170. The reactants are [CH2:1]([O:3][C:4](=[O:8])[CH2:5][C:6]#[N:7])[CH3:2].C(O[CH:14](N(C)C)[N:15](C)C)(C)(C)C.N[C:22]1[CH:23]=[C:24]2[C:28](=[CH:29][CH:30]=1)[NH:27][CH:26]=[CH:25]2.C(OCC)(=O)C. (3) The reactants are C(OC(=O)[NH:7][CH:8]([CH3:19])[C:9]([N:11]1[CH2:16][CH2:15][S:14](=[O:18])(=[O:17])[CH2:13][CH2:12]1)=[O:10])(C)(C)C.FC(F)(F)C(O)=O. The catalyst is C(Cl)Cl. The product is [NH2:7][CH:8]([CH3:19])[C:9]([N:11]1[CH2:16][CH2:15][S:14](=[O:18])(=[O:17])[CH2:13][CH2:12]1)=[O:10]. The yield is 1.00.